From a dataset of Full USPTO retrosynthesis dataset with 1.9M reactions from patents (1976-2016). Predict the reactants needed to synthesize the given product. (1) Given the product [ClH:12].[NH2:1][CH2:2][CH2:3][NH:4][S:19]([C:16]1[CH:17]=[CH:18][C:13]([Cl:12])=[CH:14][CH:15]=1)(=[O:21])=[O:20], predict the reactants needed to synthesize it. The reactants are: [NH2:1][CH2:2][CH2:3][NH:4]C(=O)OC(C)(C)C.[Cl:12][C:13]1[CH:18]=[CH:17][C:16]([S:19](Cl)(=[O:21])=[O:20])=[CH:15][CH:14]=1.Cl. (2) Given the product [C:9]1(=[O:18])[C:10]2[C:15](=[CH:14][CH:13]=[N:12][CH:11]=2)[CH2:16][CH2:17][NH:8]1, predict the reactants needed to synthesize it. The reactants are: COC1C=CC(C[N:8]2[CH2:17][CH2:16][C:15]3[C:10](=[CH:11][N:12]=[CH:13][CH:14]=3)[C:9]2=[O:18])=CC=1.C1(C)C=CC(S(O)(=O)=O)=CC=1.CO.C(=O)([O-])[O-].[Na+].[Na+]. (3) Given the product [CH3:38][O:37][C:35]1[CH:36]=[C:20]([NH:19][C:15]2[CH:14]=[C:13]([O:12][C:5]3[C:6]4[C:11](=[CH:10][CH:9]=[CH:8][CH:7]=4)[C:2]([NH:1][C:45](=[O:46])[O:47][C:48]4[CH:53]=[CH:52][CH:51]=[CH:50][CH:49]=4)=[CH:3][CH:4]=3)[CH:18]=[CH:17][N:16]=2)[CH:21]=[C:22]([C:23](=[O:24])[NH:25][CH2:26][CH2:27][N:28]2[CH2:33][CH2:32][O:31][CH2:30][CH2:29]2)[CH:34]=1, predict the reactants needed to synthesize it. The reactants are: [NH2:1][C:2]1[C:11]2[C:6](=[CH:7][CH:8]=[CH:9][CH:10]=2)[C:5]([O:12][C:13]2[CH:18]=[CH:17][N:16]=[C:15]([NH:19][C:20]3[CH:21]=[C:22]([CH:34]=[C:35]([O:37][CH3:38])[CH:36]=3)[C:23]([NH:25][CH2:26][CH2:27][N:28]3[CH2:33][CH2:32][O:31][CH2:30][CH2:29]3)=[O:24])[CH:14]=2)=[CH:4][CH:3]=1.C([O-])(O)=O.[Na+].Cl[C:45]([O:47][C:48]1[CH:53]=[CH:52][CH:51]=[CH:50][CH:49]=1)=[O:46]. (4) Given the product [CH3:23][O:22][C:18]1[CH:19]=[C:20]2[C:15](=[C:16]([O:24][CH3:25])[CH:17]=1)[C:14](=[O:26])[NH:13][C:12]([C:8]1[CH:7]=[C:6]([CH3:27])[C:5]([O:4][CH2:3][CH2:2][NH:1][CH:28]=[O:29])=[C:10]([CH3:11])[CH:9]=1)=[CH:21]2, predict the reactants needed to synthesize it. The reactants are: [NH2:1][CH2:2][CH2:3][O:4][C:5]1[C:10]([CH3:11])=[CH:9][C:8]([C:12]2[NH:13][C:14](=[O:26])[C:15]3[C:20]([CH:21]=2)=[CH:19][C:18]([O:22][CH3:23])=[CH:17][C:16]=3[O:24][CH3:25])=[CH:7][C:6]=1[CH3:27].[CH:28](O)=[O:29]. (5) Given the product [OH:17][CH:16]([C:15]1[C:14]([C:28]2[CH:33]=[CH:32][CH:31]=[CH:30][C:29]=2[C:34]([F:35])([F:37])[F:36])=[N:13][N:11]2[CH:12]=[C:7]([O:6][CH3:5])[CH:8]=[CH:9][C:10]=12)[C:18]1[N:23]=[C:22]([C:24]([O:26][CH3:27])=[O:25])[CH:21]=[CH:20][CH:19]=1, predict the reactants needed to synthesize it. The reactants are: CO.[BH4-].[Na+].[CH3:5][O:6][C:7]1[CH:8]=[CH:9][C:10]2[N:11]([N:13]=[C:14]([C:28]3[CH:33]=[CH:32][CH:31]=[CH:30][C:29]=3[C:34]([F:37])([F:36])[F:35])[C:15]=2[C:16]([C:18]2[N:23]=[C:22]([C:24]([O:26][CH3:27])=[O:25])[CH:21]=[CH:20][CH:19]=2)=[O:17])[CH:12]=1.[Cl-].[NH4+]. (6) Given the product [CH3:36][C:35]1[O:38][C:29]([CH:28]2[NH:27][C:22]3[C:21](=[CH:26][CH:25]=[CH:24][CH:23]=3)[N:20]3[C:15]2=[C:14]2[N:13]([CH3:16])[C:12](=[O:17])[N:11]([CH3:18])[C:10](=[O:19])[C:9]2=[C:1]3[C:2]2[CH:7]=[CH:6][CH:5]=[CH:4][CH:3]=2)=[CH:33][CH:34]=1, predict the reactants needed to synthesize it. The reactants are: [C:1]([C:9]1[C:10](=[O:19])[N:11]([CH3:18])[C:12](=[O:17])[N:13]([CH3:16])[C:14]=1[CH3:15])(=O)[C:2]1[CH:7]=[CH:6][CH:5]=[CH:4][CH:3]=1.[NH2:20][C:21]1[CH:26]=[CH:25][CH:24]=[CH:23][C:22]=1[NH:27][C:28](=O)[CH3:29].CC1[O:38][C:35]([CH:36]=O)=[CH:34][CH:33]=1. (7) Given the product [CH2:37]([C:34]1[O:35][CH:36]=[C:32]([C:29]2[CH:30]=[CH:31][C:26]([S:25][C:22]3[CH:23]=[CH:24][C:19]([CH:17]([OH:18])[CH2:16][C:5]([NH:4][C:1](=[O:3])[CH3:2])([CH2:6][OH:7])[CH2:11][OH:12])=[CH:20][CH:21]=3)=[CH:27][CH:28]=2)[N:33]=1)[CH3:38], predict the reactants needed to synthesize it. The reactants are: [C:1]([NH:4][C:5]([CH2:16][C:17]([C:19]1[CH:24]=[CH:23][C:22]([S:25][C:26]2[CH:31]=[CH:30][C:29]([C:32]3[N:33]=[C:34]([CH2:37][CH3:38])[O:35][CH:36]=3)=[CH:28][CH:27]=2)=[CH:21][CH:20]=1)=[O:18])([C:11](OCC)=[O:12])[C:6](OCC)=[O:7])(=[O:3])[CH3:2].OP([O-])([O-])=O.[K+].[K+].[BH4-].[Na+].[OH-].[Na+].